This data is from Catalyst prediction with 721,799 reactions and 888 catalyst types from USPTO. The task is: Predict which catalyst facilitates the given reaction. (1) Reactant: Cl[C:2]1[C:3]2[C:10]3[CH2:11][CH2:12][CH:13]([C:15]([O:17][CH2:18][CH3:19])=[O:16])[CH2:14][C:9]=3[S:8][C:4]=2[N:5]=[CH:6][N:7]=1.[NH2:20][C:21]1[CH:22]=[C:23]2[C:27](=[CH:28][CH:29]=1)[NH:26][N:25]=[CH:24]2.Cl. Product: [NH:26]1[C:27]2[C:23](=[CH:22][C:21]([NH:20][C:2]3[C:3]4[C:10]5[CH2:11][CH2:12][CH:13]([C:15]([O:17][CH2:18][CH3:19])=[O:16])[CH2:14][C:9]=5[S:8][C:4]=4[N:5]=[CH:6][N:7]=3)=[CH:29][CH:28]=2)[CH:24]=[N:25]1. The catalyst class is: 8. (2) Reactant: [CH3:1][O:2][CH2:3][CH2:4][O:5][C:6]1[CH:11]=[CH:10][C:9]([C:12]2[N:13]=[C:14]3[CH:19]=[CH:18][C:17]([O:20][CH2:21][CH2:22][CH3:23])=[N:16][N:15]3[CH:24]=2)=[CH:8][CH:7]=1.[Cl:25]N1C(=O)CCC1=O. Product: [CH3:1][O:2][CH2:3][CH2:4][O:5][C:6]1[CH:11]=[CH:10][C:9]([C:12]2[N:13]=[C:14]3[CH:19]=[CH:18][C:17]([O:20][CH2:21][CH2:22][CH3:23])=[N:16][N:15]3[C:24]=2[Cl:25])=[CH:8][CH:7]=1. The catalyst class is: 22.